Predict the reactants needed to synthesize the given product. From a dataset of Full USPTO retrosynthesis dataset with 1.9M reactions from patents (1976-2016). (1) Given the product [Cl:1][C:2]1[C:3]([O:29][C:30]2[CH:35]=[CH:34][C:33]([C:36]3[CH:37]=[N:38][C:39]([C:42]([F:43])([F:45])[F:44])=[CH:40][CH:41]=3)=[CH:32][C:31]=2[C:46]2[CH:51]=[CH:50][N:49]=[N:48][CH:47]=2)=[CH:4][C:5]([F:28])=[C:6]([S:8]([NH:11][C:12]2[S:13][CH:14]=[N:15][N:16]=2)(=[O:9])=[O:10])[CH:7]=1, predict the reactants needed to synthesize it. The reactants are: [Cl:1][C:2]1[C:3]([O:29][C:30]2[CH:35]=[CH:34][C:33]([C:36]3[CH:37]=[N:38][C:39]([C:42]([F:45])([F:44])[F:43])=[CH:40][CH:41]=3)=[CH:32][C:31]=2[C:46]2[CH:51]=[CH:50][N:49]=[N:48][CH:47]=2)=[CH:4][C:5]([F:28])=[C:6]([S:8]([N:11](CC2C=CC(OC)=CC=2OC)[C:12]2[S:13][CH:14]=[N:15][N:16]=2)(=[O:10])=[O:9])[CH:7]=1.O1CCOCC1. (2) Given the product [C:13]([O:12][C:10]([N:17]1[CH2:22][CH2:21][CH2:20][C@H:19]([C:23]([NH:9][NH:8][C:5]2[CH:4]=[CH:3][C:2]([F:1])=[CH:7][N:6]=2)=[O:24])[CH2:18]1)=[O:11])([CH3:16])([CH3:15])[CH3:14], predict the reactants needed to synthesize it. The reactants are: [F:1][C:2]1[CH:3]=[CH:4][C:5]([NH:8][NH2:9])=[N:6][CH:7]=1.[C:10]([N:17]1[CH2:22][CH2:21][CH2:20][C@H:19]([C:23](O)=[O:24])[CH2:18]1)([O:12][C:13]([CH3:16])([CH3:15])[CH3:14])=[O:11].C1C=CC2N(O)N=NC=2C=1.C(Cl)CCl. (3) Given the product [Br:6][C:7]1[CH:15]=[CH:14][CH:13]=[C:12]2[C:8]=1[CH:9]=[C:10]([C:16]#[N:18])[NH:11]2, predict the reactants needed to synthesize it. The reactants are: P(Cl)(Cl)(Cl)=O.[Br:6][C:7]1[CH:15]=[CH:14][CH:13]=[C:12]2[C:8]=1[CH:9]=[C:10]([C:16]([NH2:18])=O)[NH:11]2.C([O-])([O-])=O.[Na+].[Na+]. (4) Given the product [C:1]([C:4]1[C:8]2[CH:9]=[CH:10][N:11]3[CH:12]=[C:13]([C:16]4[CH:21]=[CH:20][CH:19]=[C:18]([Cl:22])[CH:17]=4)[N:52]=[C:15]3[C:7]=2[N:6]([CH2:23][C:24]([N:45]2[CH2:46][C@H:47]([F:49])[CH2:48][C@H:44]2[C:42]([NH:41][C:39]2[CH:38]=[CH:37][CH:36]=[C:35]([Br:34])[N:40]=2)=[O:43])=[O:25])[N:5]=1)(=[O:3])[CH3:2], predict the reactants needed to synthesize it. The reactants are: [C:1]([C:4]1[C:8]2[CH:9]=[CH:10][N:11]3[C:15]([C:7]=2[N:6]([CH2:23][C:24](O)=[O:25])[N:5]=1)=C[C:13]([C:16]1[CH:21]=[CH:20][CH:19]=[C:18]([Cl:22])[CH:17]=1)=[CH:12]3)(=[O:3])[CH3:2].OC(C(F)(F)F)=O.[Br:34][C:35]1[N:40]=[C:39]([NH:41][C:42]([C@@H:44]2[CH2:48][C@@H:47]([F:49])[CH2:46][NH:45]2)=[O:43])[CH:38]=[CH:37][CH:36]=1.CC[N:52](C(C)C)C(C)C.CN(C(ON1N=NC2C=CC=NC1=2)=[N+](C)C)C.F[P-](F)(F)(F)(F)F. (5) Given the product [Cl:1][C:2]1[CH:7]=[C:6]2[NH:8][C:9](=[O:37])[C:10]3([CH:15]([C:16]4[CH:21]=[CH:20][CH:19]=[C:18]([Cl:22])[CH:17]=4)[CH2:14][C:13](=[O:23])[NH:12][CH:11]3[C:24]3[C:29]([O:30][CH2:31][CH2:32][OH:33])=[CH:28][CH:27]=[C:26]([F:35])[C:25]=3[F:36])[C:5]2=[CH:4][CH:3]=1, predict the reactants needed to synthesize it. The reactants are: [Cl:1][C:2]1[CH:7]=[C:6]2[NH:8][C:9](=[O:37])[C:10]3([CH:15]([C:16]4[CH:21]=[CH:20][CH:19]=[C:18]([Cl:22])[CH:17]=4)[CH2:14][C:13](=[O:23])[NH:12][CH:11]3[C:24]3[C:29]([O:30][CH2:31][CH2:32][O:33]C)=[CH:28][CH:27]=[C:26]([F:35])[C:25]=3[F:36])[C:5]2=[CH:4][CH:3]=1.B(Br)(Br)Br. (6) Given the product [CH2:1]([O:8][C@@H:9]1[C@H:14]([O:15][CH2:16][C:17]2[CH:18]=[CH:19][CH:20]=[CH:21][CH:22]=2)[C@@H:13]([CH2:23][O:24][CH2:25][C:26]2[CH:31]=[CH:30][CH:29]=[CH:28][CH:27]=2)[O:12][CH:10]1[O:11][CH2:35][CH2:36][NH2:37])[C:2]1[CH:3]=[CH:4][CH:5]=[CH:6][CH:7]=1, predict the reactants needed to synthesize it. The reactants are: [CH2:1]([O:8][C@@H:9]1[C@H:14]([O:15][CH2:16][C:17]2[CH:22]=[CH:21][CH:20]=[CH:19][CH:18]=2)[C@@H:13]([CH2:23][O:24][CH2:25][C:26]2[CH:31]=[CH:30][CH:29]=[CH:28][CH:27]=2)[O:12][CH:10]1[OH:11])[C:2]1[CH:7]=[CH:6][CH:5]=[CH:4][CH:3]=1.[OH-].[K+].Br[CH2:35][CH2:36][N:37]1C(=O)C2=CC=CC=C2C1=O.O.NN. (7) Given the product [F:1][C:2]1[CH:7]=[CH:6][C:5]([S:16]([Cl:15])(=[O:18])=[O:17])=[CH:4][C:3]=1[S:8]([C:11]([F:12])([F:13])[F:14])(=[O:9])=[O:10], predict the reactants needed to synthesize it. The reactants are: [F:1][C:2]1[CH:7]=[CH:6][CH:5]=[CH:4][C:3]=1[S:8]([C:11]([F:14])([F:13])[F:12])(=[O:10])=[O:9].[Cl:15][S:16](O)(=[O:18])=[O:17].S(Cl)(Cl)=O.C(OC(C)C)(=O)C.